From a dataset of Forward reaction prediction with 1.9M reactions from USPTO patents (1976-2016). Predict the product of the given reaction. Given the reactants [C:1]([C:3]1[C:4]([N:18]2[CH2:23][CH2:22][NH:21][CH2:20][CH2:19]2)=[N:5][C:6]([C:14]([F:17])([F:16])[F:15])=[C:7]([CH:13]=1)[C:8]([O:10][CH2:11][CH3:12])=[O:9])#[N:2].[N:24]([C:27]1[CH:32]=[CH:31][CH:30]=[C:29]([CH3:33])[CH:28]=1)=[C:25]=[O:26], predict the reaction product. The product is: [C:1]([C:3]1[C:4]([N:18]2[CH2:23][CH2:22][N:21]([C:25]([NH:24][C:27]3[CH:32]=[CH:31][CH:30]=[C:29]([CH3:33])[CH:28]=3)=[O:26])[CH2:20][CH2:19]2)=[N:5][C:6]([C:14]([F:15])([F:17])[F:16])=[C:7]([CH:13]=1)[C:8]([O:10][CH2:11][CH3:12])=[O:9])#[N:2].